Dataset: Reaction yield outcomes from USPTO patents with 853,638 reactions. Task: Predict the reaction yield, written as a fraction of the theoretical maximum amount of product (1.0 means a 100% yield; for example, 0.34 means a 34% yield). (1) The reactants are Br[C:2]1[CH:7]=[CH:6][C:5]([O:8][CH3:9])=[CH:4][CH:3]=1.[C:10]1(=[O:14])[CH2:13][CH2:12][CH2:11]1. No catalyst specified. The product is [CH3:9][O:8][C:5]1[CH:6]=[CH:7][C:2]([C:10]2([OH:14])[CH2:13][CH2:12][CH2:11]2)=[CH:3][CH:4]=1. The yield is 0.950. (2) The reactants are C[O:2][C:3](=[O:17])[CH:4]([CH2:13][CH:14]([CH3:16])[CH3:15])[CH2:5][C:6]([O:8][C:9]([CH3:12])([CH3:11])[CH3:10])=[O:7].O[Li].O. The catalyst is CC(O)C.O. The product is [C:9]([O:8][C:6](=[O:7])[CH2:5][CH:4]([CH2:13][CH:14]([CH3:15])[CH3:16])[C:3]([OH:17])=[O:2])([CH3:12])([CH3:11])[CH3:10]. The yield is 0.770. (3) The reactants are [C:1]([C:5]1[CH:6]=[C:7]([NH2:17])[N:8]([C:10]2[CH:11]=[N:12][C:13]([CH3:16])=[CH:14][CH:15]=2)[N:9]=1)([CH3:4])([CH3:3])[CH3:2].[OH-].[Na+].Cl[C:21]([O:23][CH2:24][C:25]([Cl:28])([Cl:27])[Cl:26])=[O:22]. The catalyst is CCOC(C)=O. The product is [Cl:26][C:25]([Cl:28])([Cl:27])[CH2:24][O:23][C:21](=[O:22])[NH:17][C:7]1[N:8]([C:10]2[CH:11]=[N:12][C:13]([CH3:16])=[CH:14][CH:15]=2)[N:9]=[C:5]([C:1]([CH3:4])([CH3:3])[CH3:2])[CH:6]=1. The yield is 0.370. (4) The reactants are [C:1]([O:5][C:6]([N:8]1[CH2:13][CH2:12][CH:11]([CH2:14][CH2:15][C:16]([N:18]2[CH2:23][CH2:22][CH2:21][C@@H:20]([C:24](=[O:42])[NH:25][C@H:26]([C:35]3[CH:40]=[CH:39][C:38]([OH:41])=[CH:37][CH:36]=3)[CH2:27][C:28]([O:30][C:31]([CH3:34])([CH3:33])[CH3:32])=[O:29])[CH2:19]2)=[O:17])[CH2:10][CH2:9]1)=[O:7])([CH3:4])([CH3:3])[CH3:2].C(=O)([O-])[O-].[Cs+].[Cs+].[C:49]1([CH3:72])[CH:54]=[CH:53][C:52]([S:55]([O:58][CH2:59][CH2:60]OS(C2C=CC(C)=CC=2)(=O)=O)(=[O:57])=[O:56])=[CH:51][CH:50]=1. The catalyst is CN(C)C=O. The product is [C:31]([O:30][C:28](=[O:29])[CH2:27][C@H:26]([NH:25][C:24]([C@@H:20]1[CH2:21][CH2:22][CH2:23][N:18]([C:16](=[O:17])[CH2:15][CH2:14][CH:11]2[CH2:10][CH2:9][N:8]([C:6]([O:5][C:1]([CH3:2])([CH3:3])[CH3:4])=[O:7])[CH2:13][CH2:12]2)[CH2:19]1)=[O:42])[C:35]1[CH:40]=[CH:39][C:38]([O:41][CH2:60][CH2:59][O:58][S:55]([C:52]2[CH:53]=[CH:54][C:49]([CH3:72])=[CH:50][CH:51]=2)(=[O:57])=[O:56])=[CH:37][CH:36]=1)([CH3:32])([CH3:33])[CH3:34]. The yield is 0.630.